This data is from PAMPA (Parallel Artificial Membrane Permeability Assay) permeability data from NCATS. The task is: Regression/Classification. Given a drug SMILES string, predict its absorption, distribution, metabolism, or excretion properties. Task type varies by dataset: regression for continuous measurements (e.g., permeability, clearance, half-life) or binary classification for categorical outcomes (e.g., BBB penetration, CYP inhibition). Dataset: pampa_ncats. (1) The molecule is CSC1=CC=CC=C1N2CCN(CC2)CCCCCC(=O)NC3CCCC4=CC=CC=C34. The result is 1 (high permeability). (2) The drug is COC1=C(C=C(C=C1)CCNC(=O)CN2C3=C(C=CC(=C3)F)N4C=CC=C4C2=O)OC. The result is 1 (high permeability).